Dataset: Full USPTO retrosynthesis dataset with 1.9M reactions from patents (1976-2016). Task: Predict the reactants needed to synthesize the given product. (1) Given the product [O:26]=[C:25]([NH:52][C:53]1[CH:58]=[CH:57][CH:56]=[CH:55][N:54]=1)[CH2:24][C:21]1[CH:22]=[CH:23][C:18]([NH:17][C:15]([C:10]2[C:9]([C:6]3[CH:5]=[CH:4][C:3]([C:2]([F:29])([F:1])[F:28])=[CH:8][CH:7]=3)=[CH:14][CH:13]=[CH:12][CH:11]=2)=[O:16])=[CH:19][CH:20]=1, predict the reactants needed to synthesize it. The reactants are: [F:1][C:2]([F:29])([F:28])[C:3]1[CH:8]=[CH:7][C:6]([C:9]2[CH:14]=[CH:13][CH:12]=[CH:11][C:10]=2[C:15]([NH:17][C:18]2[CH:23]=[CH:22][C:21]([CH2:24][C:25](O)=[O:26])=[CH:20][CH:19]=2)=[O:16])=[CH:5][CH:4]=1.C1C=CC2N(O)N=NC=2C=1.CCN=C=NCCCN(C)C.Cl.[NH2:52][C:53]1[CH:58]=[CH:57][CH:56]=[CH:55][N:54]=1. (2) Given the product [F:1][C:2]1[CH:10]=[C:9]2[C:5]([C:6]([C:18]3[CH:19]=[CH:20][C:21]4[S:25](=[O:27])(=[O:26])[NH:24][CH:23]([CH3:28])[C:22]=4[CH:29]=3)=[CH:7][NH:8]2)=[CH:4][CH:3]=1, predict the reactants needed to synthesize it. The reactants are: [F:1][C:2]1[CH:10]=[C:9]2[C:5]([C:6]([C:18]3[CH:19]=[CH:20][C:21]4[S:25](=[O:27])(=[O:26])[NH:24][CH:23]([CH3:28])[C:22]=4[CH:29]=3)=[CH:7][N:8]2C(OC(C)(C)C)=O)=[CH:4][CH:3]=1.C(O)(C(F)(F)F)=O. (3) Given the product [NH2:1][C:2]1[C:3]([C:35]2[CH:34]=[C:33]([NH:41][S:42]([C:45]3[CH:46]=[CH:47][C:48]([O:51][CH3:52])=[CH:49][CH:50]=3)(=[O:44])=[O:43])[C:32]([NH:31][CH2:29][CH3:30])=[N:37][CH:36]=2)=[C:4]([NH:8][C@H:9]([C:11]2[N:16]([C:17]3[CH:22]=[CH:21][CH:20]=[CH:19][CH:18]=3)[C:15](=[O:23])[C:14]3=[C:24]([CH3:27])[CH:25]=[CH:26][N:13]3[N:12]=2)[CH3:10])[N:5]=[CH:6][N:7]=1, predict the reactants needed to synthesize it. The reactants are: [NH2:1][C:2]1[N:7]=[CH:6][N:5]=[C:4]([NH:8][C@H:9]([C:11]2[N:16]([C:17]3[CH:22]=[CH:21][CH:20]=[CH:19][CH:18]=3)[C:15](=[O:23])[C:14]3=[C:24]([CH3:27])[CH:25]=[CH:26][N:13]3[N:12]=2)[CH3:10])[C:3]=1Br.[CH2:29]([NH:31][C:32]1[N:37]=[CH:36][C:35](B(O)O)=[CH:34][C:33]=1[NH:41][S:42]([C:45]1[CH:50]=[CH:49][C:48]([O:51][CH3:52])=[CH:47][CH:46]=1)(=[O:44])=[O:43])[CH3:30].C(=O)([O-])[O-].[Cs+].[Cs+]. (4) Given the product [CH:24]1([C:20]2[N:21]=[CH:22][CH:23]=[C:18]3[C:17](=[O:28])[CH2:16][O:27][C:19]=23)[CH2:26][CH2:25]1, predict the reactants needed to synthesize it. The reactants are: O1C2=CN=CC=C2C(=O)C1.C(OC([C:16]1[O:27][C:19]2=[C:20]([CH:24]3[CH2:26][CH2:25]3)[N:21]=[CH:22][CH:23]=[C:18]2[C:17]=1[OH:28])=O)C. (5) Given the product [CH3:1][O:2][C:3]1[CH:4]=[CH:5][C:6]([C:9](=[O:19])[CH:10]([C:11]2[CH:16]=[CH:15][C:14]([O:17][CH3:18])=[CH:13][CH:12]=2)[Br:20])=[CH:7][CH:8]=1, predict the reactants needed to synthesize it. The reactants are: [CH3:1][O:2][C:3]1[CH:8]=[CH:7][C:6]([C:9](=[O:19])[CH2:10][C:11]2[CH:16]=[CH:15][C:14]([O:17][CH3:18])=[CH:13][CH:12]=2)=[CH:5][CH:4]=1.[Br-:20].[Br-].[Br-].[NH+]1C=CC=CC=1.[NH+]1C=CC=CC=1.[NH+]1C=CC=CC=1.S([O-])([O-])(=O)=S.[Na+].[Na+]. (6) Given the product [CH2:1]([NH:8][C:9](=[O:29])[CH2:10][CH2:11][C:12]1[C:17]([C:18]2[CH:23]=[CH:22][C:21]([NH:24][CH2:35][C:34]3[CH:37]=[CH:38][C:31]([Cl:30])=[CH:32][CH:33]=3)=[CH:20][CH:19]=2)=[C:16]([NH2:27])[N:15]=[C:14]([NH2:28])[N:13]=1)[C:2]1[CH:7]=[CH:6][CH:5]=[CH:4][CH:3]=1, predict the reactants needed to synthesize it. The reactants are: [CH2:1]([NH:8][C:9](=[O:29])[CH2:10][CH2:11][C:12]1[C:17]([C:18]2[CH:23]=[CH:22][C:21]([N+:24]([O-])=O)=[CH:20][CH:19]=2)=[C:16]([NH2:27])[N:15]=[C:14]([NH2:28])[N:13]=1)[C:2]1[CH:7]=[CH:6][CH:5]=[CH:4][CH:3]=1.[Cl:30][C:31]1[CH:38]=[CH:37][C:34]([CH:35]=O)=[CH:33][CH:32]=1.C(O)(=O)C.[BH3-]C#N.[Na+]. (7) Given the product [C:1]1([C:7]2[C:15]3[C:10](=[CH:11][CH:12]=[CH:13][CH:14]=3)[N:9]([C:35]3[S:36][CH:37]=[C:38]([C:40]([O:42][CH2:43][CH3:44])=[O:41])[N:39]=3)[N:8]=2)[CH:2]=[CH:3][CH:4]=[CH:5][CH:6]=1, predict the reactants needed to synthesize it. The reactants are: [C:1]1([C:7]2[C:15]3[C:10](=[CH:11][CH:12]=[CH:13][CH:14]=3)[NH:9][N:8]=2)[CH:6]=[CH:5][CH:4]=[CH:3][CH:2]=1.P([O-])([O-])([O-])=O.[K+].[K+].[K+].CN(C)[C@H]1CCCC[C@@H]1N.Br[C:35]1[S:36][CH:37]=[C:38]([C:40]([O:42][CH2:43][CH3:44])=[O:41])[N:39]=1.